This data is from Peptide-MHC class I binding affinity with 185,985 pairs from IEDB/IMGT. The task is: Regression. Given a peptide amino acid sequence and an MHC pseudo amino acid sequence, predict their binding affinity value. This is MHC class I binding data. The peptide sequence is TYLQSLASL. The MHC is HLA-B15:01 with pseudo-sequence HLA-B15:01. The binding affinity (normalized) is 0.213.